This data is from Peptide-MHC class I binding affinity with 185,985 pairs from IEDB/IMGT. The task is: Regression. Given a peptide amino acid sequence and an MHC pseudo amino acid sequence, predict their binding affinity value. This is MHC class I binding data. (1) The peptide sequence is KRWGYSLNFM. The MHC is Patr-A0401 with pseudo-sequence Patr-A0401. The binding affinity (normalized) is 0.325. (2) The peptide sequence is ITYFKKIYY. The MHC is HLA-A01:01 with pseudo-sequence HLA-A01:01. The binding affinity (normalized) is 0.283. (3) The peptide sequence is GPAGYTAAL. The MHC is HLA-B08:01 with pseudo-sequence HLA-B08:01. The binding affinity (normalized) is 0.0847. (4) The peptide sequence is TPQDNQLAYV. The MHC is HLA-B07:02 with pseudo-sequence HLA-B07:02. The binding affinity (normalized) is 0.464. (5) The peptide sequence is YQIKVSARV. The MHC is Patr-B0101 with pseudo-sequence Patr-B0101. The binding affinity (normalized) is 0. (6) The peptide sequence is RVFKETLFL. The MHC is HLA-B51:01 with pseudo-sequence HLA-B51:01. The binding affinity (normalized) is 0.0847. (7) The peptide sequence is QALSPRTLNAW. The MHC is HLA-A02:03 with pseudo-sequence HLA-A02:03. The binding affinity (normalized) is 0.175. (8) The peptide sequence is SKLRALLTL. The MHC is HLA-A03:01 with pseudo-sequence HLA-A03:01. The binding affinity (normalized) is 0.0847. (9) The peptide sequence is KYTQLCQYL. The MHC is HLA-A24:02 with pseudo-sequence HLA-A24:02. The binding affinity (normalized) is 0.782.